This data is from NCI-60 drug combinations with 297,098 pairs across 59 cell lines. The task is: Regression. Given two drug SMILES strings and cell line genomic features, predict the synergy score measuring deviation from expected non-interaction effect. (1) Drug 1: C1CN1P(=S)(N2CC2)N3CC3. Drug 2: CC(C)NC(=O)C1=CC=C(C=C1)CNNC.Cl. Cell line: MDA-MB-231. Synergy scores: CSS=6.50, Synergy_ZIP=-3.04, Synergy_Bliss=-2.76, Synergy_Loewe=-4.65, Synergy_HSA=-2.39. (2) Drug 1: C1=NC2=C(N=C(N=C2N1C3C(C(C(O3)CO)O)O)F)N. Drug 2: CCC1(CC2CC(C3=C(CCN(C2)C1)C4=CC=CC=C4N3)(C5=C(C=C6C(=C5)C78CCN9C7C(C=CC9)(C(C(C8N6C)(C(=O)OC)O)OC(=O)C)CC)OC)C(=O)OC)O.OS(=O)(=O)O. Cell line: BT-549. Synergy scores: CSS=4.68, Synergy_ZIP=-2.49, Synergy_Bliss=-4.40, Synergy_Loewe=-4.59, Synergy_HSA=-4.58. (3) Drug 1: CNC(=O)C1=CC=CC=C1SC2=CC3=C(C=C2)C(=NN3)C=CC4=CC=CC=N4. Drug 2: CC(C)CN1C=NC2=C1C3=CC=CC=C3N=C2N. Cell line: RXF 393. Synergy scores: CSS=-1.97, Synergy_ZIP=0.328, Synergy_Bliss=-2.91, Synergy_Loewe=-4.57, Synergy_HSA=-4.28. (4) Synergy scores: CSS=40.5, Synergy_ZIP=5.55, Synergy_Bliss=4.63, Synergy_Loewe=-55.5, Synergy_HSA=0.361. Cell line: SW-620. Drug 2: CC(C)(C1=NC(=CC=C1)N2C3=NC(=NC=C3C(=O)N2CC=C)NC4=CC=C(C=C4)N5CCN(CC5)C)O. Drug 1: C1CNP(=O)(OC1)N(CCCl)CCCl.